Dataset: Catalyst prediction with 721,799 reactions and 888 catalyst types from USPTO. Task: Predict which catalyst facilitates the given reaction. (1) Reactant: I.I.[N:3]1([C:10]2[N:14]([CH2:15][CH2:16][CH2:17][C:18]([F:21])([F:20])[F:19])[C:13]3[CH:22]=[CH:23][CH:24]=[CH:25][C:12]=3[N:11]=2)[CH2:9][CH2:8][CH2:7][NH:6][CH2:5][CH2:4]1.[CH3:26][O:27][C:28]1[CH:33]=[CH:32][C:31]([N:34]2[CH:38]=[N:37][N:36]=[N:35]2)=[CH:30][C:29]=1[C:39]([N:41]1[CH2:45][CH2:44][C@:43]([CH2:52][CH2:53]OS(C)(=O)=O)([C:46]2[CH:51]=[CH:50][CH:49]=[CH:48][CH:47]=2)[CH2:42]1)=[O:40].C(N(CC)CC)C. Product: [CH3:26][O:27][C:28]1[CH:33]=[CH:32][C:31]([N:34]2[CH:38]=[N:37][N:36]=[N:35]2)=[CH:30][C:29]=1[C:39]([N:41]1[CH2:45][CH2:44][C@@:43]([C:46]2[CH:51]=[CH:50][CH:49]=[CH:48][CH:47]=2)([CH2:52][CH2:53][N:6]2[CH2:7][CH2:8][CH2:9][N:3]([C:10]3[N:14]([CH2:15][CH2:16][CH2:17][C:18]([F:21])([F:19])[F:20])[C:13]4[CH:22]=[CH:23][CH:24]=[CH:25][C:12]=4[N:11]=3)[CH2:4][CH2:5]2)[CH2:42]1)=[O:40]. The catalyst class is: 10. (2) Reactant: C(O)(C(F)(F)F)=O.[CH3:8][C:9]([CH3:41])([C:34]([O:36]C(C)(C)C)=[O:35])[CH2:10][O:11][CH2:12][CH2:13][O:14][CH2:15][CH2:16][O:17][CH2:18][CH2:19][O:20][CH2:21][CH2:22][O:23][CH2:24][CH2:25][O:26][CH2:27][CH2:28][O:29][CH2:30][CH2:31][O:32][CH3:33]. Product: [CH3:8][C:9]([CH3:41])([C:34]([OH:36])=[O:35])[CH2:10][O:11][CH2:12][CH2:13][O:14][CH2:15][CH2:16][O:17][CH2:18][CH2:19][O:20][CH2:21][CH2:22][O:23][CH2:24][CH2:25][O:26][CH2:27][CH2:28][O:29][CH2:30][CH2:31][O:32][CH3:33]. The catalyst class is: 2. (3) Reactant: Cl.[F:2][C:3]1[CH:4]=[C:5]([S:9]([C:12]2[CH:13]=[C:14]3[C:19](=[CH:20][CH:21]=2)[CH:18]([CH2:22][NH2:23])[CH2:17][CH2:16][CH2:15]3)(=[O:11])=[O:10])[CH:6]=[CH:7][CH:8]=1.[CH3:24][S:25](Cl)(=[O:27])=[O:26]. Product: [F:2][C:3]1[CH:4]=[C:5]([S:9]([C:12]2[CH:13]=[C:14]3[C:19](=[CH:20][CH:21]=2)[C@H:18]([CH2:22][NH:23][S:25]([CH3:24])(=[O:27])=[O:26])[CH2:17][CH2:16][CH2:15]3)(=[O:11])=[O:10])[CH:6]=[CH:7][CH:8]=1. The catalyst class is: 202. (4) Reactant: [OH:1][C:2]1[CH:3]=[C:4]2[C:8](=[CH:9][CH:10]=1)[NH:7][CH:6]=[CH:5]2.[OH-].[Na+].[Cl:13][C:14]1[CH:19]=[C:18](Cl)[N:17]=[CH:16][N:15]=1. Product: [Cl:13][C:14]1[N:15]=[CH:16][N:17]=[C:18]([O:1][C:2]2[CH:3]=[C:4]3[C:8](=[CH:9][CH:10]=2)[NH:7][CH:6]=[CH:5]3)[CH:19]=1. The catalyst class is: 283. (5) Reactant: C([O:3][C:4](=[O:26])[C:5]([NH:15][C:16]([O:18][CH2:19][C:20]1[CH:25]=[CH:24][CH:23]=[CH:22][CH:21]=1)=[O:17])([CH2:9][CH:10]([CH2:13][CH3:14])[CH2:11][CH3:12])[C:6]([OH:8])=[O:7])C.[OH-].[Na+]. Product: [CH2:19]([O:18][C:16]([NH:15][C:5]([CH2:9][CH:10]([CH2:13][CH3:14])[CH2:11][CH3:12])([C:6]([OH:8])=[O:7])[C:4]([OH:26])=[O:3])=[O:17])[C:20]1[CH:21]=[CH:22][CH:23]=[CH:24][CH:25]=1. The catalyst class is: 8. (6) Reactant: [OH:1][C@H:2]1[CH2:7][N:6]([C:8]([O:10][C:11]([CH3:14])([CH3:13])[CH3:12])=[O:9])[C@H:5]([CH3:15])[CH2:4][CH2:3]1.[H-].[Na+].[Br:18][C:19]1[CH:24]=[CH:23][N:22]=[C:21](F)[CH:20]=1.O. Product: [Br:18][C:19]1[CH:24]=[CH:23][N:22]=[C:21]([O:1][C@H:2]2[CH2:7][N:6]([C:8]([O:10][C:11]([CH3:14])([CH3:13])[CH3:12])=[O:9])[C@H:5]([CH3:15])[CH2:4][CH2:3]2)[CH:20]=1. The catalyst class is: 3. (7) Reactant: [C:1]([CH2:4][CH2:5][CH2:6][CH2:7][CH2:8][N+:9]1[C:17]2[C:12](=[C:13]([F:21])[C:14]([F:20])=[C:15]([F:19])[C:16]=2[F:18])[C:11]([CH3:30])([CH2:22][CH2:23][CH2:24][CH2:25][S:26]([OH:29])(=[O:28])=[O:27])[CH:10]=1)([OH:3])=[O:2].Cl.C1(N=[CH:39][CH2:40][CH:41]=[N:42][C:43]2[CH:48]=[CH:47][CH:46]=[CH:45][CH:44]=2)C=CC=CC=1.[C:49](OC(=O)C)(=O)C. Product: [F:21][C:13]1[C:14]([F:20])=[C:15]([F:19])[C:16]([F:18])=[C:17]2[C:12]=1[C:11]([CH3:30])([CH2:22][CH2:23][CH2:24][CH2:25][S:26]([OH:29])(=[O:28])=[O:27])/[C:10](=[CH:49]\[CH:39]=[CH:40]\[CH:41]=[N:42]\[C:43]1[CH:44]=[CH:45][CH:46]=[CH:47][CH:48]=1)/[N:9]2[CH2:8][CH2:7][CH2:6][CH2:5][CH2:4][C:1]([OH:3])=[O:2]. The catalyst class is: 15.